Dataset: Forward reaction prediction with 1.9M reactions from USPTO patents (1976-2016). Task: Predict the product of the given reaction. (1) Given the reactants [NH:1]1[C:9]2[C:4](=[CH:5][CH:6]=[CH:7][CH:8]=2)[CH:3]=[N:2]1.[H-].[Na+].Cl[CH2:13][C:14]1[CH:19]=[CH:18][C:17]([C:20]2[O:21][CH:22]=[C:23]([C:25]([O:27][CH2:28][CH3:29])=[O:26])[N:24]=2)=[CH:16][CH:15]=1, predict the reaction product. The product is: [N:1]1([CH2:13][C:14]2[CH:15]=[CH:16][C:17]([C:20]3[O:21][CH:22]=[C:23]([C:25]([O:27][CH2:28][CH3:29])=[O:26])[N:24]=3)=[CH:18][CH:19]=2)[C:9]2[C:4](=[CH:5][CH:6]=[CH:7][CH:8]=2)[CH:3]=[N:2]1. (2) Given the reactants [C:1]1([C:11]([C:13]2[C:21]3[C:16](=[CH:17][CH:18]=[CH:19][CH:20]=3)[N:15]([CH2:22][CH2:23][CH2:24][C:25]([O:27]CC)=[O:26])[C:14]=2[CH3:30])=[O:12])[C:10]2[C:5](=[CH:6][CH:7]=[CH:8][CH:9]=2)[CH:4]=[CH:3][CH:2]=1.[OH-].[K+], predict the reaction product. The product is: [C:1]1([C:11]([C:13]2[C:21]3[C:16](=[CH:17][CH:18]=[CH:19][CH:20]=3)[N:15]([CH2:22][CH2:23][CH2:24][C:25]([OH:27])=[O:26])[C:14]=2[CH3:30])=[O:12])[C:10]2[C:5](=[CH:6][CH:7]=[CH:8][CH:9]=2)[CH:4]=[CH:3][CH:2]=1. (3) Given the reactants CN(C)[CH:3]=[O:4].P(Cl)(Cl)(Cl)=O.[CH2:11]([O:13][C:14]([N:16]1[CH:25]=[CH:24][C:23]2[C:18](=[CH:19][C:20]([O:31][CH3:32])=[C:21]([O:26][CH2:27][CH2:28][CH2:29][CH3:30])[CH:22]=2)[CH:17]1[CH2:33][C:34]1[CH:39]=[CH:38][CH:37]=[C:36]([O:40][CH3:41])[CH:35]=1)=[O:15])[CH3:12].C([O-])(=O)C.[K+], predict the reaction product. The product is: [CH2:11]([O:13][C:14]([N:16]1[CH:25]=[C:24]([CH:3]=[O:4])[C:23]2[C:18](=[CH:19][C:20]([O:31][CH3:32])=[C:21]([O:26][CH2:27][CH2:28][CH2:29][CH3:30])[CH:22]=2)[CH:17]1[CH2:33][C:34]1[CH:39]=[CH:38][CH:37]=[C:36]([O:40][CH3:41])[CH:35]=1)=[O:15])[CH3:12]. (4) Given the reactants [NH2:1][C:2]1[C:6]2([CH2:11][CH2:10][CH2:9][NH:8][CH2:7]2)[O:5][C:4](=[O:12])[C:3]=1[C:13]1[CH:18]=[C:17]([Cl:19])[C:16]([Br:20])=[CH:15][C:14]=1[CH3:21].[CH2:22]([NH:29][C:30](=[O:33])[CH2:31]Br)[C:23]1[CH:28]=[CH:27][CH:26]=[CH:25][CH:24]=1.C(=O)([O-])[O-].[K+].[K+].Cl, predict the reaction product. The product is: [NH2:1][C:2]1[C:6]2([CH2:11][CH2:10][CH2:9][N:8]([CH2:31][C:30]([NH:29][CH2:22][C:23]3[CH:28]=[CH:27][CH:26]=[CH:25][CH:24]=3)=[O:33])[CH2:7]2)[O:5][C:4](=[O:12])[C:3]=1[C:13]1[CH:18]=[C:17]([Cl:19])[C:16]([Br:20])=[CH:15][C:14]=1[CH3:21]. (5) Given the reactants [CH3:1][C:2]1[CH:3]=[C:4]([NH:16][C:17]2[C:27]3[CH:26]=[C:25]([CH2:28]O)[CH2:24][CH2:23][NH:22][C:21]=3[N:20]=[CH:19][N:18]=2)[CH:5]=[CH:6][C:7]=1[O:8][C:9]1[CH:10]=[N:11][C:12]([CH3:15])=[CH:13][CH:14]=1.C1(P([N:44]=[N+:45]=[N-:46])(C2C=CC=CC=2)=O)C=CC=CC=1.O, predict the reaction product. The product is: [N:44]([CH2:28][C:25]1[CH2:24][CH2:23][NH:22][C:21]2[N:20]=[CH:19][N:18]=[C:17]([NH:16][C:4]3[CH:5]=[CH:6][C:7]([O:8][C:9]4[CH:10]=[N:11][C:12]([CH3:15])=[CH:13][CH:14]=4)=[C:2]([CH3:1])[CH:3]=3)[C:27]=2[CH:26]=1)=[N+:45]=[N-:46]. (6) Given the reactants [CH2:1]([N:5]([CH2:24][CH2:25][CH2:26][CH3:27])[C:6]1[CH:11]=[CH:10][C:9]([CH:12]=[CH:13][C:14]2[CH:19]=[CH:18][C:17]([CH2:20][OH:21])=[CH:16][CH:15]=2)=[C:8]([O:22][CH3:23])[CH:7]=1)[CH2:2][CH2:3][CH3:4], predict the reaction product. The product is: [CH2:24]([N:5]([CH2:1][CH2:2][CH2:3][CH3:4])[C:6]1[CH:11]=[CH:10][C:9]([CH:12]=[CH:13][C:14]2[CH:15]=[CH:16][C:17]([CH:20]=[O:21])=[CH:18][CH:19]=2)=[C:8]([O:22][CH3:23])[CH:7]=1)[CH2:25][CH2:26][CH3:27]. (7) Given the reactants [I-].[K+].[CH3:3][N:4]1[C:9]2=[CH:10][NH:11][C:12]([C:13]3[S:14][CH:15]=[C:16]([CH3:18])[N:17]=3)=[C:8]2[C:7](=[O:19])[N:6]([CH3:20])[C:5]1=[O:21].Cl[CH2:23][CH:24]([S:36][C:37]([C:50]1[CH:55]=[CH:54][CH:53]=[CH:52][CH:51]=1)([C:44]1[CH:49]=[CH:48][CH:47]=[CH:46][CH:45]=1)[C:38]1[CH:43]=[CH:42][CH:41]=[CH:40][CH:39]=1)[CH2:25][O:26][CH2:27][C:28]1[CH:33]=[CH:32][C:31]([O:34][CH3:35])=[CH:30][CH:29]=1.C(=O)([O-])[O-].[Cs+].[Cs+], predict the reaction product. The product is: [CH3:35][O:34][C:31]1[CH:30]=[CH:29][C:28]([CH2:27][O:26][CH2:25][CH:24]([S:36][C:37]([C:44]2[CH:45]=[CH:46][CH:47]=[CH:48][CH:49]=2)([C:50]2[CH:51]=[CH:52][CH:53]=[CH:54][CH:55]=2)[C:38]2[CH:43]=[CH:42][CH:41]=[CH:40][CH:39]=2)[CH2:23][N:11]2[C:12]([C:13]3[S:14][CH:15]=[C:16]([CH3:18])[N:17]=3)=[C:8]3[C:9]([N:4]([CH3:3])[C:5](=[O:21])[N:6]([CH3:20])[C:7]3=[O:19])=[CH:10]2)=[CH:33][CH:32]=1. (8) The product is: [CH:1]([C:4]1[CH:9]=[CH:8][C:7]([C:10]2[C:11]([C:16]([O:18][CH3:19])=[O:17])=[CH:12][CH:13]=[CH:14][CH:15]=2)=[CH:6][CH:5]=1)([CH3:3])[CH3:2]. Given the reactants [C:1]([C:4]1[CH:9]=[CH:8][C:7]([C:10]2[C:11]([C:16]([O:18][CH3:19])=[O:17])=[CH:12][CH:13]=[CH:14][CH:15]=2)=[CH:6][CH:5]=1)([CH3:3])=[CH2:2].[H][H], predict the reaction product. (9) Given the reactants [C:1]1([C:7]2[N:11]=[C:10]([N:12]3[CH2:17][CH2:16][NH:15][CH2:14][CH2:13]3)[S:9][N:8]=2)[CH:6]=[CH:5][CH:4]=[CH:3][CH:2]=1.C(N(CC)CC)C.[CH3:25][C:26]1[CH:31]=[CH:30][CH:29]=[CH:28][C:27]=1[N:32]=[C:33]=[O:34], predict the reaction product. The product is: [CH3:25][C:26]1[CH:31]=[CH:30][CH:29]=[CH:28][C:27]=1[NH:32][C:33]([N:15]1[CH2:16][CH2:17][N:12]([C:10]2[S:9][N:8]=[C:7]([C:1]3[CH:2]=[CH:3][CH:4]=[CH:5][CH:6]=3)[N:11]=2)[CH2:13][CH2:14]1)=[O:34]. (10) Given the reactants C([O:4][C@@H:5]1[C@H:9]([O:10]C(=O)C)[C@@H:8]([CH2:14][O:15]C(=O)C)[O:7][C@H:6]1[N:19]1[CH:27]=[N:26][C:25]2[C:20]1=[N:21][C:22]([C:43]([O:45][CH2:46][CH3:47])=[O:44])=[N:23][C:24]=2[NH:28][CH2:29][CH:30]([C:37]1[CH:42]=[CH:41][CH:40]=[CH:39][CH:38]=1)[C:31]1[CH:36]=[CH:35][CH:34]=[CH:33][CH:32]=1)(=O)C.[O-]CC.[Na+].C(O)(=O)C, predict the reaction product. The product is: [OH:4][C@@H:5]1[C@H:9]([OH:10])[C@@H:8]([CH2:14][OH:15])[O:7][C@H:6]1[N:19]1[CH:27]=[N:26][C:25]2[C:20]1=[N:21][C:22]([C:43]([O:45][CH2:46][CH3:47])=[O:44])=[N:23][C:24]=2[NH:28][CH2:29][CH:30]([C:31]1[CH:36]=[CH:35][CH:34]=[CH:33][CH:32]=1)[C:37]1[CH:42]=[CH:41][CH:40]=[CH:39][CH:38]=1.